This data is from Forward reaction prediction with 1.9M reactions from USPTO patents (1976-2016). The task is: Predict the product of the given reaction. (1) Given the reactants CN(C)C=O.S(Cl)([Cl:8])=O.[Br:10][C:11]1[CH:16]=[CH:15][CH:14]=[CH:13][C:12]=1[CH2:17][CH2:18][S:19]([O-:22])(=O)=[O:20].[Na+], predict the reaction product. The product is: [Br:10][C:11]1[CH:16]=[CH:15][CH:14]=[CH:13][C:12]=1[CH2:17][CH2:18][S:19]([Cl:8])(=[O:22])=[O:20]. (2) Given the reactants Br[C:2]1[CH:3]=[C:4]2[C:9](=[CH:10][CH:11]=1)[N:8]([S:12]([CH3:15])(=[O:14])=[O:13])[CH2:7][N:6]1[C:16]3[CH:17]=[CH:18][CH:19]=[CH:20][C:21]=3[CH:22]=[C:5]21.[F:23][C:24]1[CH:29]=[CH:28][C:27]([C:30]2[O:31][C:32]3[CH:42]=[C:41]([N:43]([CH3:48])[S:44]([CH3:47])(=[O:46])=[O:45])[C:40](B4OC(C)(C)C(C)(C)O4)=[CH:39][C:33]=3[C:34]=2[C:35]([NH:37][CH3:38])=[O:36])=[CH:26][CH:25]=1.[O-]P([O-])([O-])=O.[K+].[K+].[K+], predict the reaction product. The product is: [F:23][C:24]1[CH:25]=[CH:26][C:27]([C:30]2[O:31][C:39]3[CH:40]=[C:41]([N:43]([CH3:48])[S:44]([CH3:47])(=[O:45])=[O:46])[C:42]([C:2]4[CH:3]=[C:4]5[C:9](=[CH:10][CH:11]=4)[N:8]([S:12]([CH3:15])(=[O:13])=[O:14])[CH2:7][N:6]4[C:16]6[CH:17]=[CH:18][CH:19]=[CH:20][C:21]=6[CH:22]=[C:5]54)=[CH:32][C:33]=3[C:34]=2[C:35]([NH:37][CH3:38])=[O:36])=[CH:28][CH:29]=1. (3) Given the reactants [CH3:1][O:2][C:3]1[CH:4]=[C:5]([S:25]([C:28]2[CH:38]=[CH:37][C:31]([O:32][CH2:33][C:34]([OH:36])=[O:35])=[CH:30][CH:29]=2)(=[O:27])=[O:26])[C:6]2[NH:10][C:9]([S:11]([CH2:13][C:14]3[C:19]([CH3:20])=[C:18]([O:21][CH3:22])[C:17]([CH3:23])=[CH:16][N:15]=3)=[O:12])=[N:8][C:7]=2[CH:24]=1.C(=O)(O)[O-].[Na+:43], predict the reaction product. The product is: [Na+:43].[CH3:1][O:2][C:3]1[CH:4]=[C:5]([S:25]([C:28]2[CH:38]=[CH:37][C:31]([O:32][CH2:33][C:34]([O-:36])=[O:35])=[CH:30][CH:29]=2)(=[O:26])=[O:27])[C:6]2[NH:10][C:9]([S:11]([CH2:13][C:14]3[C:19]([CH3:20])=[C:18]([O:21][CH3:22])[C:17]([CH3:23])=[CH:16][N:15]=3)=[O:12])=[N:8][C:7]=2[CH:24]=1. (4) Given the reactants [C:1]([C:5]1[N:6]=[C:7]([N:43]2[CH2:47][CH2:46][C:45]([F:49])([F:48])[CH2:44]2)[C:8]2[N:13]=[N:12][N:11]([CH2:14][C:15]3[C:16]([C:39]([F:42])([F:41])[F:40])=[N:17][N:18](C(C4C=CC=CC=4)(C4C=CC=CC=4)C4C=CC=CC=4)[CH:19]=3)[C:9]=2[N:10]=1)([CH3:4])([CH3:3])[CH3:2].C([SiH](CC)CC)C, predict the reaction product. The product is: [C:1]([C:5]1[N:6]=[C:7]([N:43]2[CH2:47][CH2:46][C:45]([F:48])([F:49])[CH2:44]2)[C:8]2[N:13]=[N:12][N:11]([CH2:14][C:15]3[C:16]([C:39]([F:40])([F:41])[F:42])=[N:17][NH:18][CH:19]=3)[C:9]=2[N:10]=1)([CH3:4])([CH3:2])[CH3:3]. (5) Given the reactants [F:1][C:2]1[CH:11]=[C:10]2[C:5]([CH:6]=[CH:7][C:8](=[O:15])[N:9]2[CH2:12][CH:13]=O)=[CH:4][CH:3]=1.[NH:16]1[CH2:20][CH2:19][C@@H:18]([CH2:21][NH:22][C:23](=[O:32])[O:24][CH2:25][C:26]2[CH:31]=[CH:30][CH:29]=[CH:28][CH:27]=2)[CH2:17]1.NC[C@H]1CCN(C(OC(C)(C)C)=O)C1.[O-]S([O-])(=O)=O.[Na+].[Na+].C(O[BH-](OC(=O)C)OC(=O)C)(=O)C.[Na+], predict the reaction product. The product is: [F:1][C:2]1[CH:11]=[C:10]2[C:5]([CH:6]=[CH:7][C:8](=[O:15])[N:9]2[CH2:12][CH2:13][N:16]2[CH2:20][CH2:19][C@@H:18]([CH2:21][NH:22][C:23](=[O:32])[O:24][CH2:25][C:26]3[CH:31]=[CH:30][CH:29]=[CH:28][CH:27]=3)[CH2:17]2)=[CH:4][CH:3]=1. (6) Given the reactants O[C:2]1[CH:3]=[C:4]([CH:8]=[CH:9][C:10]=1C)[C:5](O)=O.[C:12](=[O:15])([O-])[O-:13].[Cs+].[Cs+].[CH2:18](Br)[C:19]1[CH:24]=[CH:23][CH:22]=[CH:21][CH:20]=1.[C:26](=[O:29])(O)[O-].[Na+], predict the reaction product. The product is: [CH2:18]([O:13][C:12](=[O:15])[C:10]1[CH:2]=[CH:3][C:4]([CH3:5])=[C:8]([O:29][CH2:26][C:2]2[CH:3]=[CH:4][CH:8]=[CH:9][CH:10]=2)[CH:9]=1)[C:19]1[CH:24]=[CH:23][CH:22]=[CH:21][CH:20]=1. (7) The product is: [Cl:12][C:13]1[CH:14]=[CH:15][C:16]([S:19]([C:22]2[C:23]([CH2:30][CH2:31][C:32]([OH:34])=[O:33])=[C:24](/[CH:28]=[C:5]3\[C:6](=[O:11])[NH:7][C:8]4[C:4]\3=[CH:3][C:2]([Cl:1])=[CH:10][CH:9]=4)[NH:25][C:26]=2[CH3:27])(=[O:20])=[O:21])=[CH:17][CH:18]=1. Given the reactants [Cl:1][C:2]1[CH:3]=[C:4]2[C:8](=[CH:9][CH:10]=1)[NH:7][C:6](=[O:11])[CH2:5]2.[Cl:12][C:13]1[CH:18]=[CH:17][C:16]([S:19]([C:22]2[C:23]([CH2:30][CH2:31][C:32]([OH:34])=[O:33])=[C:24]([CH:28]=O)[NH:25][C:26]=2[CH3:27])(=[O:21])=[O:20])=[CH:15][CH:14]=1.N1CCCCC1, predict the reaction product. (8) Given the reactants [CH2:1]([N:8]1[C:12]2[CH:13]=[C:14]([OH:17])[CH:15]=[CH:16][C:11]=2[N:10]=[C:9]1[NH:18][C:19]1[CH:24]=[CH:23][C:22]([O:25][CH3:26])=[C:21]([O:27][CH3:28])[CH:20]=1)[C:2]1[CH:7]=[CH:6][CH:5]=[CH:4][CH:3]=1.[F:29][C:30]1[CH:35]=[CH:34][C:33]([S:36](Cl)(=[O:38])=[O:37])=[CH:32][CH:31]=1.C(N(CC)CC)C, predict the reaction product. The product is: [CH2:1]([N:8]1[C:12]2[CH:13]=[C:14]([O:17][S:36]([C:33]3[CH:34]=[CH:35][C:30]([F:29])=[CH:31][CH:32]=3)(=[O:38])=[O:37])[CH:15]=[CH:16][C:11]=2[N:10]=[C:9]1[NH:18][C:19]1[CH:24]=[CH:23][C:22]([O:25][CH3:26])=[C:21]([O:27][CH3:28])[CH:20]=1)[C:2]1[CH:7]=[CH:6][CH:5]=[CH:4][CH:3]=1. (9) The product is: [C:1]([C:3]1([NH:6][C:7]([C@@H:9]2[CH2:13][C@@H:12]([S:14]([C:17]3[CH:22]=[CH:21][C:20]([N:44]4[CH2:45][CH2:46][N:41]([CH3:40])[CH2:42][CH2:43]4)=[CH:19][C:18]=3[C:24]([F:27])([F:26])[F:25])(=[O:15])=[O:16])[CH2:11][N:10]2[C:28]2[N:29]([CH:34]3[CH2:35][CH2:36][O:37][CH2:38][CH2:39]3)[N:30]=[C:31]([CH3:33])[CH:32]=2)=[O:8])[CH2:4][CH2:5]1)#[N:2]. Given the reactants [C:1]([C:3]1([NH:6][C:7]([C@@H:9]2[CH2:13][C@@H:12]([S:14]([C:17]3[CH:22]=[CH:21][C:20](F)=[CH:19][C:18]=3[C:24]([F:27])([F:26])[F:25])(=[O:16])=[O:15])[CH2:11][N:10]2[C:28]2[N:29]([CH:34]3[CH2:39][CH2:38][O:37][CH2:36][CH2:35]3)[N:30]=[C:31]([CH3:33])[CH:32]=2)=[O:8])[CH2:5][CH2:4]1)#[N:2].[CH3:40][N:41]1[CH2:46][CH2:45][NH:44][CH2:43][CH2:42]1, predict the reaction product. (10) The product is: [CH3:1][CH2:2][O:3][C:4]([C@@H:6]([NH:15][C@H:16]([C:18]([N:20]1[C@H:29]([C:30]([OH:32])=[O:31])[CH2:28][C:27]2[CH:26]=[CH:25][CH:24]=[CH:23][C:22]=2[CH2:21]1)=[O:19])[CH3:17])[CH2:7][CH2:8][C:9]1[CH:14]=[CH:13][CH:12]=[CH:11][CH:10]=1)=[O:5].[Mg:35].[Cl-:33].[Mg+2:35].[Cl-:33]. Given the reactants [CH3:1][CH2:2][O:3][C:4]([C@@H:6]([NH:15][C@H:16]([C:18]([N:20]1[C@H:29]([C:30]([OH:32])=[O:31])[CH2:28][C:27]2[CH:26]=[CH:25][CH:24]=[CH:23][C:22]=2[CH2:21]1)=[O:19])[CH3:17])[CH2:7][CH2:8][C:9]1[CH:10]=[CH:11][CH:12]=[CH:13][CH:14]=1)=[O:5].[ClH:33].[OH-].[Mg+2:35].[OH-], predict the reaction product.